Dataset: Full USPTO retrosynthesis dataset with 1.9M reactions from patents (1976-2016). Task: Predict the reactants needed to synthesize the given product. Given the product [Cl:1][C:2]1[CH:27]=[CH:26][C:5]([CH2:6][N:7]2[C:15]3[C:10](=[CH:11][C:12]([CH:16]=[C:17]4[S:21][C:20]([N:33]([CH3:32])[CH:34]5[CH2:39][CH2:38][N:37]([CH3:40])[CH2:36][CH2:35]5)=[N:19][C:18]4=[O:25])=[CH:13][CH:14]=3)[CH:9]=[N:8]2)=[C:4]([C:28]([F:30])([F:29])[F:31])[CH:3]=1, predict the reactants needed to synthesize it. The reactants are: [Cl:1][C:2]1[CH:27]=[CH:26][C:5]([CH2:6][N:7]2[C:15]3[C:10](=[CH:11][C:12]([CH:16]=[C:17]4[S:21][CH:20](SCC)[NH:19][C:18]4=[O:25])=[CH:13][CH:14]=3)[CH:9]=[N:8]2)=[C:4]([C:28]([F:31])([F:30])[F:29])[CH:3]=1.[CH3:32][NH:33][CH:34]1[CH2:39][CH2:38][N:37]([CH3:40])[CH2:36][CH2:35]1.